The task is: Predict the reaction yield, written as a fraction of the theoretical maximum amount of product (1.0 means a 100% yield; for example, 0.34 means a 34% yield).. This data is from Reaction yield outcomes from USPTO patents with 853,638 reactions. The reactants are [CH2:1]([O:8][C:9]1[N:14]=[C:13]([CH:15](C#N)[C:16]2[CH:17]=[C:18]([CH:21]=[C:22]([CH3:24])[CH:23]=2)[C:19]#[N:20])[C:12]([CH:27]([CH3:29])[CH3:28])=[C:11]([O:30][CH2:31][C:32]2[CH:37]=[CH:36][CH:35]=[CH:34][CH:33]=2)[N:10]=1)[C:2]1[CH:7]=[CH:6][CH:5]=[CH:4][CH:3]=1.[H-].[Na+].CN(C=[O:44])C. No catalyst specified. The product is [CH2:1]([O:8][C:9]1[N:14]=[C:13]([C:15]([C:16]2[CH:17]=[C:18]([CH:21]=[C:22]([CH3:24])[CH:23]=2)[C:19]#[N:20])=[O:44])[C:12]([CH:27]([CH3:29])[CH3:28])=[C:11]([O:30][CH2:31][C:32]2[CH:33]=[CH:34][CH:35]=[CH:36][CH:37]=2)[N:10]=1)[C:2]1[CH:7]=[CH:6][CH:5]=[CH:4][CH:3]=1. The yield is 0.880.